From a dataset of Catalyst prediction with 721,799 reactions and 888 catalyst types from USPTO. Predict which catalyst facilitates the given reaction. (1) Reactant: [C:1]([C:5]1[CH:14]=[C:13]2[C:8]([CH:9]=[C:10]([C:19]([O:21][CH2:22][CH3:23])=[O:20])[CH:11]([C:15]([F:18])([F:17])[F:16])[O:12]2)=[CH:7][C:6]=1Cl)([CH3:4])([CH3:3])[CH3:2].[C:25]([O-])([O-])=O.[Cs+].[Cs+].CB1OB(C)OB(C)O1.O. Product: [C:1]([C:5]1[CH:14]=[C:13]2[C:8]([CH:9]=[C:10]([C:19]([O:21][CH2:22][CH3:23])=[O:20])[CH:11]([C:15]([F:18])([F:17])[F:16])[O:12]2)=[CH:7][C:6]=1[CH3:25])([CH3:4])([CH3:3])[CH3:2]. The catalyst class is: 270. (2) Reactant: [CH:1]1([C:7]2[CH:31]=[CH:30][C:10]([C:11]([N:13]3[C:19]4[CH:20]=[CH:21][CH:22]=[CH:23][C:18]=4[CH2:17][N:16]4[C:24]([C:27](Cl)=[O:28])=[CH:25][CH:26]=[C:15]4[CH2:14]3)=[O:12])=[CH:9][CH:8]=2)[CH2:6][CH2:5][CH2:4][CH2:3][CH2:2]1.C(N(CC)C(C)C)(C)C.[CH3:41][N:42]1[CH2:48][CH2:47][CH2:46][NH:45][CH2:44][CH2:43]1. Product: [CH:1]1([C:7]2[CH:31]=[CH:30][C:10]([C:11]([N:13]3[C:19]4[CH:20]=[CH:21][CH:22]=[CH:23][C:18]=4[CH2:17][N:16]4[C:24]([C:27]([N:45]5[CH2:46][CH2:47][CH2:48][N:42]([CH3:41])[CH2:43][CH2:44]5)=[O:28])=[CH:25][CH:26]=[C:15]4[CH2:14]3)=[O:12])=[CH:9][CH:8]=2)[CH2:6][CH2:5][CH2:4][CH2:3][CH2:2]1. The catalyst class is: 119. (3) Reactant: [NH2:1][C:2]1[N:10]=[CH:9][N:8]=[C:7]2[C:3]=1[N:4]([C:22]1[CH:27]=[CH:26][C:25]([O:28][C:29]3[CH:34]=[CH:33][CH:32]=[CH:31][CH:30]=3)=[CH:24][CH:23]=1)[C:5](=[O:21])[N:6]2[C:11]1[CH:12]=[C:13]([CH:18]=[CH:19][CH:20]=1)[C:14]([O:16]C)=[O:15].[Li+].[OH-]. Product: [NH2:1][C:2]1[N:10]=[CH:9][N:8]=[C:7]2[C:3]=1[N:4]([C:22]1[CH:27]=[CH:26][C:25]([O:28][C:29]3[CH:30]=[CH:31][CH:32]=[CH:33][CH:34]=3)=[CH:24][CH:23]=1)[C:5](=[O:21])[N:6]2[C:11]1[CH:12]=[C:13]([CH:18]=[CH:19][CH:20]=1)[C:14]([OH:16])=[O:15]. The catalyst class is: 20.